Dataset: Full USPTO retrosynthesis dataset with 1.9M reactions from patents (1976-2016). Task: Predict the reactants needed to synthesize the given product. (1) Given the product [F:1][C:2]1[CH:7]=[CH:6][C:5]([C:8]2[N:23]([CH2:24][CH2:25][C@H:26]3[O:31][C:30]4([CH2:32][CH2:33][CH2:34][CH2:35][CH2:36]4)[O:29][C@@H:28]([CH2:37][C:38]([N:40]4[CH2:45][CH2:44][O:43][CH2:42][CH2:41]4)=[O:39])[CH2:27]3)[C:11]([CH:12]([CH3:14])[CH3:13])=[CH:10][C:9]=2[C:16]2[CH:21]=[CH:20][CH:19]=[CH:18][CH:17]=2)=[CH:4][CH:3]=1, predict the reactants needed to synthesize it. The reactants are: [F:1][C:2]1[CH:7]=[CH:6][C:5]([C:8](=O)[CH:9]([C:16]2[CH:21]=[CH:20][CH:19]=[CH:18][CH:17]=2)[CH2:10][C:11](=O)[CH:12]([CH3:14])[CH3:13])=[CH:4][CH:3]=1.[NH2:23][CH2:24][CH2:25][C@H:26]1[O:31][C:30]2([CH2:36][CH2:35][CH2:34][CH2:33][CH2:32]2)[O:29][C@@H:28]([CH2:37][C:38]([N:40]2[CH2:45][CH2:44][O:43][CH2:42][CH2:41]2)=[O:39])[CH2:27]1. (2) Given the product [CH3:1][O:2][C:3]1[CH:4]=[CH:5][C:6]([C:9]2[O:10][C:11]3[CH2:16][CH2:15][N:14]([C:25]4[N:26]=[CH:27][CH:28]=[CH:29][C:30]=4[C:31]#[N:32])[CH2:13][C:12]=3[N:23]=2)=[CH:7][CH:8]=1, predict the reactants needed to synthesize it. The reactants are: [CH3:1][O:2][C:3]1[CH:8]=[CH:7][C:6]([C:9]2[O:10][C:11]3[CH2:16][CH2:15][N:14](C4C=NC=CN=4)[CH2:13][C:12]=3[N:23]=2)=[CH:5][CH:4]=1.Cl[C:25]1[C:30]([C:31]#[N:32])=[CH:29][CH:28]=[CH:27][N:26]=1.